Regression. Given two drug SMILES strings and cell line genomic features, predict the synergy score measuring deviation from expected non-interaction effect. From a dataset of NCI-60 drug combinations with 297,098 pairs across 59 cell lines. Drug 1: C1CN1C2=NC(=NC(=N2)N3CC3)N4CC4. Drug 2: C1CC(=O)NC(=O)C1N2CC3=C(C2=O)C=CC=C3N. Cell line: SK-MEL-5. Synergy scores: CSS=43.1, Synergy_ZIP=-1.65, Synergy_Bliss=-3.27, Synergy_Loewe=-10.3, Synergy_HSA=-4.45.